Dataset: Catalyst prediction with 721,799 reactions and 888 catalyst types from USPTO. Task: Predict which catalyst facilitates the given reaction. (1) Reactant: Cl[CH2:2][CH2:3][O:4][C:5]1[CH:10]=[CH:9][C:8]([CH2:11][CH2:12][N:13]2[CH2:18][CH2:17][N:16]([C:19]([C:21]3[C:30]4[C:25](=[CH:26][CH:27]=[CH:28][CH:29]=4)[CH:24]=[CH:23][CH:22]=3)=[O:20])[CH2:15][CH2:14]2)=[CH:7][CH:6]=1.C(=O)([O-])[O-].[K+].[K+].[I-].[K+].[NH:39]1[CH2:44][CH2:43][CH2:42][CH2:41][CH2:40]1. Product: [C:21]1([C:19]([N:16]2[CH2:17][CH2:18][N:13]([CH2:12][CH2:11][C:8]3[CH:9]=[CH:10][C:5]([O:4][CH2:3][CH2:2][N:39]4[CH2:44][CH2:43][CH2:42][CH2:41][CH2:40]4)=[CH:6][CH:7]=3)[CH2:14][CH2:15]2)=[O:20])[C:30]2[C:25](=[CH:26][CH:27]=[CH:28][CH:29]=2)[CH:24]=[CH:23][CH:22]=1. The catalyst class is: 131. (2) Reactant: [CH3:1][C:2]1[CH:7]=[C:6]([N+:8]([O-])=O)[CH:5]=[CH:4][C:3]=1[C:11]1[N:16]2[CH:17]=[CH:18][N:19]=[C:15]2[CH:14]=[CH:13][CH:12]=1.[Cl-].[NH4+]. Product: [N:19]1[CH:18]=[CH:17][N:16]2[C:11]([C:3]3[CH:4]=[CH:5][C:6]([NH2:8])=[CH:7][C:2]=3[CH3:1])=[CH:12][CH:13]=[CH:14][C:15]=12. The catalyst class is: 190. (3) Reactant: [C:1]([NH:8][CH2:9][CH2:10][NH2:11])([O:3][C:4]([CH3:7])([CH3:6])[CH3:5])=[O:2].[Br:12][CH2:13][C:14](O[C:14](=[O:15])[CH2:13][Br:12])=[O:15].N1C(C)=CC=CC=1C. Product: [C:1]([NH:8][CH2:9][CH2:10][NH:11][C:14](=[O:15])[CH2:13][Br:12])([O:3][C:4]([CH3:5])([CH3:6])[CH3:7])=[O:2]. The catalyst class is: 2.